This data is from Catalyst prediction with 721,799 reactions and 888 catalyst types from USPTO. The task is: Predict which catalyst facilitates the given reaction. Reactant: [Cl:1][C:2]1[CH:7]=[CH:6][CH:5]=[CH:4][C:3]=1[CH2:8][N:9]1[CH:13]=[C:12]([C:14]2[CH:19]=[C:18]([C:20]3[N:21]=[N:22][NH:23][N:24]=3)[CH:17]=[CH:16][N:15]=2)[N:11]=[CH:10]1.CI.[C:27](=O)([O-])[O-].[K+].[K+]. Product: [Cl:1][C:2]1[CH:7]=[CH:6][CH:5]=[CH:4][C:3]=1[CH2:8][N:9]1[CH:13]=[C:12]([C:14]2[CH:19]=[C:18]([C:20]3[N:21]=[N:22][N:23]([CH3:27])[N:24]=3)[CH:17]=[CH:16][N:15]=2)[N:11]=[CH:10]1. The catalyst class is: 3.